From a dataset of hERG Central: cardiac toxicity at 1µM, 10µM, and general inhibition. Predict hERG channel inhibition at various concentrations. (1) The compound is COc1ccc(-n2c(Cc3cccc([N+](=O)[O-])c3)nc3ccccc3c2=O)cc1. Results: hERG_inhib (hERG inhibition (general)): blocker. (2) The drug is Cc1cccc(Cn2c(SCCN3CCCCC3)nc3c2c(=O)[nH]c(=O)n3C)c1. Results: hERG_inhib (hERG inhibition (general)): blocker. (3) The molecule is CC(=C1C(=O)c2ccccc2C1=O)N1CCN(c2ccc(F)cc2)CC1. Results: hERG_inhib (hERG inhibition (general)): blocker. (4) The drug is Cc1ccc(OCC(=O)N2CCN(c3ccc([N+](=O)[O-])c(N4CCOCC4)c3)CC2)cc1. Results: hERG_inhib (hERG inhibition (general)): blocker. (5) Results: hERG_inhib (hERG inhibition (general)): blocker. The drug is N#Cc1ccc(OCC(=O)N(C2CCCCC2)C2CCS(=O)(=O)C2)cc1. (6) The molecule is C(#CCN1CCCC1)CC(c1ccccc1)c1ccccc1.Cl. Results: hERG_inhib (hERG inhibition (general)): blocker. (7) The molecule is COc1ccc(N2CCN(C(CNS(=O)(=O)c3cc(F)ccc3F)c3cccnc3)CC2)cc1. Results: hERG_inhib (hERG inhibition (general)): blocker.